Dataset: Forward reaction prediction with 1.9M reactions from USPTO patents (1976-2016). Task: Predict the product of the given reaction. (1) Given the reactants [Br:1][C:2]1[C:3]([CH3:10])=[C:4](I)[C:5]([NH2:8])=[N:6][CH:7]=1.[F:11][C:12]([F:23])([F:22])[C:13]1[CH:14]=[C:15](B(O)O)[CH:16]=[CH:17][CH:18]=1.C(=O)([O-])[O-].[Na+].[Na+], predict the reaction product. The product is: [Br:1][C:2]1[C:3]([CH3:10])=[C:4]([C:17]2[CH:16]=[CH:15][CH:14]=[C:13]([C:12]([F:23])([F:22])[F:11])[CH:18]=2)[C:5]([NH2:8])=[N:6][CH:7]=1. (2) The product is: [CH:17]1([C:14]2[N:13]=[C:12]([CH2:11][S:8]([C:3]3[CH:4]=[CH:5][CH:6]=[CH:7][C:2]=3[C:25]3[CH:24]=[CH:23][C:22]([C:36]4[CH:41]=[N:40][C:39]([NH2:42])=[N:38][CH:37]=4)=[C:21]([F:20])[CH:26]=3)(=[O:10])=[O:9])[O:16][N:15]=2)[CH2:19][CH2:18]1. Given the reactants Br[C:2]1[CH:7]=[CH:6][CH:5]=[CH:4][C:3]=1[S:8]([CH2:11][C:12]1[O:16][N:15]=[C:14]([CH:17]2[CH2:19][CH2:18]2)[N:13]=1)(=[O:10])=[O:9].[F:20][C:21]1[CH:26]=[C:25](B2OC(C)(C)C(C)(C)O2)[CH:24]=[CH:23][C:22]=1[C:36]1[CH:37]=[N:38][C:39]([NH2:42])=[N:40][CH:41]=1, predict the reaction product. (3) Given the reactants [CH3:1][O:2][C:3]([C:5]1[N:6]=[C:7]([NH:10][C:11](=[O:47])[C@@H:12]([NH:21][C:22](=[O:46])[C@H:23]([NH:38][C:39]([O:41][C:42]([CH3:45])([CH3:44])[CH3:43])=[O:40])[C:24]2[CH:29]=[CH:28][C:27]([NH:30]C(OC(C)(C)C)=O)=[CH:26][CH:25]=2)[C@H:13]([C:15]2[CH:20]=[CH:19][CH:18]=[CH:17][CH:16]=2)[CH3:14])[S:8][CH:9]=1)=[O:4].C(OC(OC(OC(C)(C)C)=O)=O)(C)(C)C, predict the reaction product. The product is: [CH3:1][O:2][C:3]([C:5]1[N:6]=[C:7]([NH:10][C:11](=[O:47])[C@@H:12]([NH:21][C:22](=[O:46])[C@@H:23]([C:24]2[CH:29]=[CH:28][C:27]([NH2:30])=[CH:26][CH:25]=2)[NH:38][C:39]([O:41][C:42]([CH3:44])([CH3:45])[CH3:43])=[O:40])[C@H:13]([C:15]2[CH:16]=[CH:17][CH:18]=[CH:19][CH:20]=2)[CH3:14])[S:8][CH:9]=1)=[O:4].